Dataset: Oral bioavailability binary classification data from Ma et al.. Task: Regression/Classification. Given a drug SMILES string, predict its absorption, distribution, metabolism, or excretion properties. Task type varies by dataset: regression for continuous measurements (e.g., permeability, clearance, half-life) or binary classification for categorical outcomes (e.g., BBB penetration, CYP inhibition). Dataset: bioavailability_ma. (1) The drug is CNCCC(Oc1ccc(C(F)(F)F)cc1)c1ccccc1. The result is 1 (high bioavailability). (2) The compound is CCS(=O)(=O)CCn1c([N+](=O)[O-])cnc1C. The result is 1 (high bioavailability). (3) The molecule is O=C(NCCN1CCOCC1)c1ccc(Cl)cc1. The result is 1 (high bioavailability). (4) The drug is CCC(=O)C(CC(C)N(C)C)(c1ccccc1)c1ccccc1. The result is 1 (high bioavailability). (5) The compound is CN(Cc1cnc2nc(N)nc(N)c2n1)c1ccc(C(=O)N[C@@H](CCC(=O)O)C(=O)O)cc1. The result is 1 (high bioavailability). (6) The drug is OCCN1CCN(CCCN2c3ccccc3Sc3ccc(Cl)cc32)CC1. The result is 1 (high bioavailability). (7) The drug is CC[N+](C)(C)c1cccc(O)c1. The result is 0 (low bioavailability). (8) The compound is CN[C@@H]1[C@H](O[C@H]2[C@H](O[C@@H]3[C@@H](NC(=N)N)[C@H](O)[C@@H](NC(=N)N)[C@H](O)[C@H]3O)O[C@@H](C)[C@]2(O)C=O)O[C@@H](CO)[C@H](O)[C@H]1O. The result is 0 (low bioavailability). (9) The compound is N[C@H]1[C@@H]2CN(c3nc4c(cc3F)c(=O)c(C(=O)O)cn4-c3ccc(F)cc3F)C[C@H]12. The result is 1 (high bioavailability).